Dataset: Full USPTO retrosynthesis dataset with 1.9M reactions from patents (1976-2016). Task: Predict the reactants needed to synthesize the given product. (1) Given the product [C:1]([C:5]1[CH:23]=[CH:22][C:8]([C:9]([NH:11][C:12]2[N:13]=[C:14]3[CH:19]=[CH:18][C:17]([N:31]4[CH:32]=[C:28]([C:24]([CH3:27])([CH3:26])[CH3:25])[N:29]=[CH:30]4)=[N:16][N:15]3[CH:21]=2)=[O:10])=[CH:7][CH:6]=1)([CH3:4])([CH3:3])[CH3:2], predict the reactants needed to synthesize it. The reactants are: [C:1]([C:5]1[CH:23]=[CH:22][C:8]([C:9]([NH:11][C:12]2[N:13]=[C:14]3[CH:19]=[CH:18][C:17](Cl)=[N:16][N:15]3[CH:21]=2)=[O:10])=[CH:7][CH:6]=1)([CH3:4])([CH3:3])[CH3:2].[C:24]([C:28]1[N:29]=[CH:30][NH:31][CH:32]=1)([CH3:27])([CH3:26])[CH3:25].C(=O)([O-])[O-].[K+].[K+].CN(C)C=O. (2) Given the product [NH2:2][C:1]1[C:3]([CH2:15][C:16]([CH3:17])([CH3:18])[CH3:19])=[CH:4][NH:5][C:6]=1[C:11]([O:13][CH3:14])=[O:12], predict the reactants needed to synthesize it. The reactants are: [C:1](/[C:3](/[CH2:15][C:16]([CH3:19])([CH3:18])[CH3:17])=[CH:4]\[NH:5][CH:6]([C:11]([O:13][CH3:14])=[O:12])C(OC)=O)#[N:2].C[O-].[Na+]. (3) Given the product [CH2:8]([C:6]1[CH:5]=[CH:4][C:3]([C:10]([N:12]2[CH2:17][CH2:16][CH2:15][CH2:14][CH2:13]2)=[O:11])=[C:2]([NH:1][S:43]([C:46]2[C:54]3=[N:53][S:52][N:51]=[C:50]3[CH:49]=[CH:48][CH:47]=2)(=[O:45])=[O:44])[CH:7]=1)[CH3:9], predict the reactants needed to synthesize it. The reactants are: [NH2:1][C:2]1[CH:7]=[C:6]([CH2:8][CH3:9])[CH:5]=[CH:4][C:3]=1[C:10]([N:12]1[CH2:17][CH2:16][CH2:15][CH2:14][CH2:13]1)=[O:11].O.O.Cl[Sn]Cl.C(C1C=CC(C(N2CCCCC2)=O)=C([N+]([O-])=O)C=1)C.Cl[S:43]([C:46]1[C:54]2[C:50](=[N:51][S:52][N:53]=2)[CH:49]=[CH:48][CH:47]=1)(=[O:45])=[O:44]. (4) Given the product [Si:16]([O:6][CH2:5][C@@:3]([CH3:2])([C:7]([O:9][CH3:10])=[O:8])[NH2:4])([C:19]([CH3:22])([CH3:21])[CH3:20])([CH3:18])[CH3:17], predict the reactants needed to synthesize it. The reactants are: Cl.[CH3:2][C@@:3]([C:7]([O:9][CH3:10])=[O:8])([CH2:5][OH:6])[NH2:4].N1C=CN=C1.[Si:16](Cl)([C:19]([CH3:22])([CH3:21])[CH3:20])([CH3:18])[CH3:17].O. (5) Given the product [CH:7]1([NH:13][C:14]2[CH:23]=[C:22]3[C:17]([C:18](=[O:32])[C:19]([CH2:29][N:30]4[C:3](=[O:4])[NH:2][C:1](=[O:6])[O:31]4)=[CH:20][N:21]3[CH:24]3[CH2:28][CH2:27][CH2:26][CH2:25]3)=[CH:16][C:15]=2[F:33])[CH2:8][CH2:9][CH2:10][CH2:11][CH2:12]1, predict the reactants needed to synthesize it. The reactants are: [C:1](=[O:6])=[N:2][C:3](Cl)=[O:4].[CH:7]1([NH:13][C:14]2[CH:23]=[C:22]3[C:17]([C:18](=[O:32])[C:19]([CH2:29][NH:30][OH:31])=[CH:20][N:21]3[CH:24]3[CH2:28][CH2:27][CH2:26][CH2:25]3)=[CH:16][C:15]=2[F:33])[CH2:12][CH2:11][CH2:10][CH2:9][CH2:8]1.Cl.